Predict the product of the given reaction. From a dataset of Forward reaction prediction with 1.9M reactions from USPTO patents (1976-2016). Given the reactants C([O:8][C:9]1[CH:10]=[C:11]([F:33])[CH:12]=[C:13]2[C:18]=1[N:17]=[C:16]([C:19]1[N:23]3[CH:24]=[CH:25][C:26]([O:28][CH2:29][CH2:30][O:31][CH3:32])=[CH:27][C:22]3=[N:21][CH:20]=1)[CH:15]=[CH:14]2)C1C=CC=CC=1.C([O-])=O.[NH4+], predict the reaction product. The product is: [F:33][C:11]1[CH:12]=[C:13]2[C:18](=[C:9]([OH:8])[CH:10]=1)[N:17]=[C:16]([C:19]1[N:23]3[CH:24]=[CH:25][C:26]([O:28][CH2:29][CH2:30][O:31][CH3:32])=[CH:27][C:22]3=[N:21][CH:20]=1)[CH:15]=[CH:14]2.